Dataset: Full USPTO retrosynthesis dataset with 1.9M reactions from patents (1976-2016). Task: Predict the reactants needed to synthesize the given product. The reactants are: [F:1][C:2]1[C:7]([N:8]2[C:12](OS(C(F)(F)F)(=O)=O)=[CH:11][C:10]([C:21]([O:23][CH2:24][CH3:25])=[O:22])=[N:9]2)=[CH:6][CH:5]=[CH:4][N:3]=1.[CH3:26][O:27][C:28]1[CH:33]=[CH:32][C:31]([SH:34])=[CH:30][CH:29]=1.C(=O)([O-])[O-].[Na+].[Na+].C1(P(C2C=CC=CC=2)C2C3OC4C(=CC=CC=4P(C4C=CC=CC=4)C4C=CC=CC=4)C(C)(C)C=3C=CC=2)C=CC=CC=1. Given the product [F:1][C:2]1[C:7]([N:8]2[C:12]([S:34][C:31]3[CH:32]=[CH:33][C:28]([O:27][CH3:26])=[CH:29][CH:30]=3)=[CH:11][C:10]([C:21]([O:23][CH2:24][CH3:25])=[O:22])=[N:9]2)=[CH:6][CH:5]=[CH:4][N:3]=1, predict the reactants needed to synthesize it.